Dataset: Full USPTO retrosynthesis dataset with 1.9M reactions from patents (1976-2016). Task: Predict the reactants needed to synthesize the given product. Given the product [CH3:1][O:2][C:3]1[N:8]=[CH:7][C:6]2[CH:9]3[CH:14]([C:15]([O:17][CH2:18][CH3:19])=[O:16])[CH:10]3[CH2:11][C:5]=2[CH:4]=1, predict the reactants needed to synthesize it. The reactants are: [CH3:1][O:2][C:3]1[N:8]=[CH:7][C:6]2[CH:9]=[CH:10][CH2:11][C:5]=2[CH:4]=1.[N+](=[CH:14][C:15]([O:17][CH2:18][CH3:19])=[O:16])=[N-].